Dataset: Full USPTO retrosynthesis dataset with 1.9M reactions from patents (1976-2016). Task: Predict the reactants needed to synthesize the given product. Given the product [CH3:1][C:2]1[C:7]([CH2:8][N:9]2[CH2:10][CH2:11][NH:12][CH2:13][CH2:14]2)=[CH:6][CH:5]=[C:4]([C:22]2[CH:27]=[CH:26][CH:25]=[CH:24][C:23]=2[CH3:28])[N:3]=1, predict the reactants needed to synthesize it. The reactants are: [CH3:1][C:2]1[C:7]([CH2:8][N:9]2[CH2:14][CH2:13][N:12](C(OC(C)(C)C)=O)[CH2:11][CH2:10]2)=[CH:6][CH:5]=[C:4]([C:22]2[CH:27]=[CH:26][CH:25]=[CH:24][C:23]=2[CH3:28])[N:3]=1.FC(F)(F)C(O)=O.